From a dataset of Reaction yield outcomes from USPTO patents with 853,638 reactions. Predict the reaction yield, written as a fraction of the theoretical maximum amount of product (1.0 means a 100% yield; for example, 0.34 means a 34% yield). The reactants are [N+:1]([C:4]1[CH:9]=[CH:8][C:7]([C:10]2[N:15]=[C:14]([N:16]3[CH2:21][CH2:20][S:19][CH2:18][CH2:17]3)[N:13]=[C:12]([N:22]3[CH:27]4[CH2:28][CH2:29][CH:23]3[CH2:24][O:25][CH2:26]4)[N:11]=2)=[CH:6][CH:5]=1)([O-])=O.O.O.[Sn](Cl)Cl. The catalyst is N1C=CC=CC=1.CN(C=O)C. The product is [CH:23]12[N:22]([C:12]3[N:13]=[C:14]([N:16]4[CH2:17][CH2:18][S:19][CH2:20][CH2:21]4)[N:15]=[C:10]([C:7]4[CH:8]=[CH:9][C:4]([NH2:1])=[CH:5][CH:6]=4)[N:11]=3)[CH:27]([CH2:28][CH2:29]1)[CH2:26][O:25][CH2:24]2. The yield is 0.500.